Dataset: Reaction yield outcomes from USPTO patents with 853,638 reactions. Task: Predict the reaction yield, written as a fraction of the theoretical maximum amount of product (1.0 means a 100% yield; for example, 0.34 means a 34% yield). (1) The reactants are Cl[C:2]1[CH:7]=[C:6]([CH3:8])[CH:5]=[CH:4][N:3]=1.[C:9]1(B(O)O)[CH:14]=[CH:13][CH:12]=[CH:11][CH:10]=1.C(=O)([O-])[O-].[K+].[K+].C(COC)OC. The catalyst is C1C=CC([P]([Pd]([P](C2C=CC=CC=2)(C2C=CC=CC=2)C2C=CC=CC=2)([P](C2C=CC=CC=2)(C2C=CC=CC=2)C2C=CC=CC=2)[P](C2C=CC=CC=2)(C2C=CC=CC=2)C2C=CC=CC=2)(C2C=CC=CC=2)C2C=CC=CC=2)=CC=1.O. The product is [CH3:8][C:6]1[CH:5]=[CH:4][N:3]=[C:2]([C:9]2[CH:14]=[CH:13][CH:12]=[CH:11][CH:10]=2)[CH:7]=1. The yield is 0.780. (2) The reactants are [CH2:1]([OH:11])[C:2]1[CH:10]=[CH:9][C:6]([O:7][CH3:8])=[C:4]([OH:5])[CH:3]=1.[CH3:12][CH:13]([CH3:23])[CH2:14][CH2:15][CH2:16][CH2:17][CH2:18][CH2:19][C:20](O)=[O:21].O. The catalyst is CCCCCC. The product is [CH3:12][CH:13]([CH3:23])[CH2:14][CH2:15][CH2:16][CH2:17][CH2:18][CH2:19][C:20]([O:11][CH2:1][C:2]1[CH:10]=[CH:9][C:6]([O:7][CH3:8])=[C:4]([OH:5])[CH:3]=1)=[O:21]. The yield is 0.810.